Dataset: Catalyst prediction with 721,799 reactions and 888 catalyst types from USPTO. Task: Predict which catalyst facilitates the given reaction. (1) Reactant: [CH3:1][C:2]([NH:7][S:8]([C:11]1[S:12][C:13]([C:16]2[CH:21]=[CH:20][CH:19]=[CH:18][N:17]=2)=[CH:14][CH:15]=1)(=[O:10])=[O:9])([CH3:6])[C:3]([OH:5])=[O:4].C(N(CC)CC)C.F[P-](F)(F)(F)(F)F.[N:36]1([O:45][P+](N(C)C)(N(C)C)N(C)C)C2C=CC=CC=2N=N1.Cl.[CH3:57][Si:58]([CH3:64])([CH3:63])[CH2:59][CH2:60][O:61][NH2:62]. Product: [OH:45][NH:36][C:3](=[O:4])[C:2]([CH3:6])([NH:7][S:8]([C:11]1[S:12][C:13]([C:16]2[CH:21]=[CH:20][CH:19]=[CH:18][N:17]=2)=[CH:14][CH:15]=1)(=[O:10])=[O:9])[CH3:1].[CH3:6][C:2]([NH:7][S:8]([C:11]1[S:12][C:13]([C:16]2[CH:21]=[CH:20][CH:19]=[CH:18][N:17]=2)=[CH:14][CH:15]=1)(=[O:10])=[O:9])([CH3:1])[C:3]([NH:62][O:61][CH2:60][CH2:59][Si:58]([CH3:64])([CH3:63])[CH3:57])=[O:5]. The catalyst class is: 2. (2) Product: [F:50][C:47]([F:48])([F:49])[C:44]1[CH:43]=[CH:42][C:41]([C:38]2[N:37]=[N:36][C:35]([N:20]3[CH2:19][CH2:18][N:17]4[CH2:21][CH2:22][CH2:23][CH2:24][C@@H:16]4[CH2:15]3)=[CH:40][CH:39]=2)=[CH:46][CH:45]=1. The catalyst class is: 764. Reactant: C1(N)C(F)=C(F)C(F)=C(N)C=1F.Cl.Cl.[CH2:15]1[NH:20][CH2:19][CH2:18][N:17]2[CH2:21][CH2:22][CH2:23][CH2:24][C@H:16]12.C(N(C(C)C)CC)(C)C.Cl[C:35]1[N:36]=[N:37][C:38]([C:41]2[CH:46]=[CH:45][C:44]([C:47]([F:50])([F:49])[F:48])=[CH:43][CH:42]=2)=[CH:39][CH:40]=1. (3) Reactant: B.O1CCCC1.[CH3:7][O:8][C:9]1[CH:17]=[N:16][CH:15]=[CH:14][C:10]=1[C:11](O)=[O:12].Cl. Product: [CH3:7][O:8][C:9]1[CH:17]=[N:16][CH:15]=[CH:14][C:10]=1[CH2:11][OH:12]. The catalyst class is: 7. (4) Reactant: [CH:1]1([C@@H:4]([C:11]2[CH:12]=[CH:13][C:14]3[O:19][CH2:18][CH:17]([CH:20]4[CH2:23][N:22](C(OC(C)(C)C)=O)[CH2:21]4)[O:16][C:15]=3[CH:31]=2)[C@H:5]([CH3:10])[C:6]([O:8][CH3:9])=[O:7])[CH2:3][CH2:2]1.C(O)(C(F)(F)F)=O. Product: [NH:22]1[CH2:23][CH:20]([CH:17]2[CH2:18][O:19][C:14]3[CH:13]=[CH:12][C:11]([C@H:4]([CH:1]4[CH2:2][CH2:3]4)[C@H:5]([CH3:10])[C:6]([O:8][CH3:9])=[O:7])=[CH:31][C:15]=3[O:16]2)[CH2:21]1. The catalyst class is: 2. (5) Reactant: C([O:9][CH2:10][C@@H:11]1[C:15]([O:17]C(=O)C)([CH3:16])[C@:14]([F:22])([CH3:21])[CH:13]([N:23]2[CH:31]=[N:30][C:29]3[C:24]2=[N:25][CH:26]=[N:27][C:28]=3[NH:32][CH:33]2[CH2:35][CH2:34]2)[O:12]1)(=O)C1C=CC=CC=1. Product: [CH:33]1([NH:32][C:28]2[N:27]=[CH:26][N:25]=[C:24]3[C:29]=2[N:30]=[CH:31][N:23]3[CH:13]2[O:12][C@H:11]([CH2:10][OH:9])[C:15]([CH3:16])([OH:17])[C@:14]2([F:22])[CH3:21])[CH2:34][CH2:35]1. The catalyst class is: 6. (6) Product: [Br:31][C:28]1[CH:29]=[CH:30][C:25]([CH2:24][N:9]2[C:8](=[O:13])[C:7]3[C:14]([F:16])=[CH:15][C:4]([CH:1]4[CH2:3][CH2:2]4)=[CH:5][C:6]=3[O:12][CH2:11][CH2:10]2)=[N:26][CH:27]=1. Reactant: [CH:1]1([C:4]2[CH:15]=[C:14]([F:16])[C:7]3[C:8](=[O:13])[NH:9][CH2:10][CH2:11][O:12][C:6]=3[CH:5]=2)[CH2:3][CH2:2]1.[H-].[Na+].CS(O[CH2:24][C:25]1[CH:30]=[CH:29][C:28]([Br:31])=[CH:27][N:26]=1)(=O)=O. The catalyst class is: 7.